Dataset: Catalyst prediction with 721,799 reactions and 888 catalyst types from USPTO. Task: Predict which catalyst facilitates the given reaction. (1) Reactant: [O:1]1[CH:6]([C:7]([N:9]2[CH2:14][CH2:13][NH:12][CH2:11][CH2:10]2)=[O:8])[CH2:5][O:4][C:3]2[CH:15]=[CH:16][CH:17]=[CH:18][C:2]1=2.[F:19][C:20]1[CH:27]=[CH:26][CH:25]=[C:24](F)[C:21]=1[CH:22]=[O:23].C([O-])([O-])=O.[K+].[K+].O. Product: [O:1]1[CH:6]([C:7]([N:9]2[CH2:10][CH2:11][N:12]([C:24]3[CH:25]=[CH:26][CH:27]=[C:20]([F:19])[C:21]=3[CH:22]=[O:23])[CH2:13][CH2:14]2)=[O:8])[CH2:5][O:4][C:3]2[CH:15]=[CH:16][CH:17]=[CH:18][C:2]1=2. The catalyst class is: 3. (2) Reactant: [Br:1][C:2]1[NH:10][C:9]2[C:8](=[O:11])[NH:7][C:6](=[O:12])[N:5]([CH3:13])[C:4]=2[N:3]=1.C(N(CC)C(C)C)(C)C.Br[CH2:24][C:25]#[C:26][CH3:27].O. Product: [CH3:13][N:5]1[C:4]2[N:3]=[C:2]([Br:1])[N:10]([CH2:24][C:25]#[C:26][CH3:27])[C:9]=2[C:8](=[O:11])[NH:7][C:6]1=[O:12]. The catalyst class is: 9. (3) Reactant: [C:1]([NH:8][C@H:9]([C:11]([OH:13])=O)[CH3:10])([O:3][C:4]([CH3:7])([CH3:6])[CH3:5])=[O:2].C1(C)C=CC(S(O)(=O)=O)=CC=1.[CH2:25]([O:32][C:33](=[O:40])[C@H:34]([CH2:36][CH:37]([CH3:39])[CH3:38])[NH2:35])[C:26]1[CH:31]=[CH:30][CH:29]=[CH:28][CH:27]=1.CN(C(ON1N=NC2C=CC=NC1=2)=[N+](C)C)C.F[P-](F)(F)(F)(F)F.C(N(CC)C(C)C)(C)C. Product: [CH2:25]([O:32][C:33](=[O:40])[C@@H:34]([NH:35][C:11](=[O:13])[C@@H:9]([NH:8][C:1]([O:3][C:4]([CH3:5])([CH3:6])[CH3:7])=[O:2])[CH3:10])[CH2:36][CH:37]([CH3:38])[CH3:39])[C:26]1[CH:31]=[CH:30][CH:29]=[CH:28][CH:27]=1. The catalyst class is: 3. (4) Reactant: [CH3:1][O:2][CH:3]1[O:9][C@H:8]([CH2:10][Cl:11])[C@@H:6]([OH:7])[C@H:4]1[OH:5].[C:12]([O-:15])(=O)[CH3:13].[Na+].[C:17](OC(=O)C)(=[O:19])[CH3:18].C(O)(=O)C. Product: [CH3:1][O:2][CH:3]1[O:9][C@H:8]([CH2:10][Cl:11])[C@@H:6]([O:7][C:12](=[O:15])[CH3:13])[C@H:4]1[O:5][C:17](=[O:19])[CH3:18]. The catalyst class is: 226. (5) Reactant: [CH2:1]([O:5][CH2:6][CH2:7][O:8][C:9]1[CH:14]=[CH:13][C:12]([C:15]2[CH:16]=[CH:17][C:18]3[N:24]([CH2:25][CH:26]([CH3:28])[CH3:27])[CH2:23][CH2:22][C:21]([C:29]([NH:31][C:32]4[CH:37]=[CH:36][C:35]([S:38][CH2:39][C:40]5[CH:41]=[N:42][CH:43]=[CH:44][CH:45]=5)=[C:34]([CH3:46])[CH:33]=4)=[O:30])=[CH:20][C:19]=3[CH:47]=2)=[CH:11][CH:10]=1)[CH2:2][CH2:3][CH3:4].ClC1C=CC=C(C(OO)=[O:56])C=1.S([O-])([O-])(=O)=S.[Na+].[Na+]. Product: [CH2:1]([O:5][CH2:6][CH2:7][O:8][C:9]1[CH:10]=[CH:11][C:12]([C:15]2[CH:16]=[CH:17][C:18]3[N:24]([CH2:25][CH:26]([CH3:27])[CH3:28])[CH2:23][CH2:22][C:21]([C:29]([NH:31][C:32]4[CH:37]=[CH:36][C:35]([S:38]([CH2:39][C:40]5[CH:41]=[N:42][CH:43]=[CH:44][CH:45]=5)=[O:56])=[C:34]([CH3:46])[CH:33]=4)=[O:30])=[CH:20][C:19]=3[CH:47]=2)=[CH:13][CH:14]=1)[CH2:2][CH2:3][CH3:4]. The catalyst class is: 2. (6) Reactant: [Cl:1][C:2]1[CH:3]=[C:4]([CH:8]=[CH:9][C:10]=1[CH3:11])[C:5]([OH:7])=[O:6].[C:12](Cl)(=O)C. The catalyst class is: 5. Product: [Cl:1][C:2]1[CH:3]=[C:4]([CH:8]=[CH:9][C:10]=1[CH3:11])[C:5]([O:7][CH3:12])=[O:6]. (7) Reactant: [O:1]=[C:2]([C:9]1[CH:14]=[CH:13][N:12]=[CH:11][CH:10]=1)[CH2:3][C:4]([O:6][CH2:7][CH3:8])=[O:5].[H-].[Na+].[F:17][C:18]([F:28])([F:27])[C:19]1[CH:26]=[CH:25][C:22]([CH2:23]Br)=[CH:21][CH:20]=1.O. Product: [O:1]=[C:2]([C:9]1[CH:14]=[CH:13][N:12]=[CH:11][CH:10]=1)[CH:3]([CH2:23][C:22]1[CH:21]=[CH:20][C:19]([C:18]([F:17])([F:27])[F:28])=[CH:26][CH:25]=1)[C:4]([O:6][CH2:7][CH3:8])=[O:5]. The catalyst class is: 57. (8) Reactant: [NH2:1][C:2]1[CH:34]=[CH:33][C:5]([O:6][C:7]2[CH:12]=[CH:11][N:10]=[C:9]3[CH:13]=[C:14]([C:16]4[N:17]([CH3:32])[C:18]([C:21]([NH:23][CH2:24][CH2:25][N:26]5[CH2:31][CH2:30][O:29][CH2:28][CH2:27]5)=[O:22])=[CH:19][N:20]=4)[S:15][C:8]=23)=[C:4]([F:35])[CH:3]=1.CC[N:38]([CH:42]([CH3:44])[CH3:43])[CH:39](C)C.ClC(Cl)([O:48]C(=O)OC(Cl)(Cl)Cl)Cl.C1(N)CC1. Product: [CH:42]1([NH:38][C:39](=[O:48])[NH:1][C:2]2[CH:34]=[CH:33][C:5]([O:6][C:7]3[CH:12]=[CH:11][N:10]=[C:9]4[CH:13]=[C:14]([C:16]5[N:17]([CH3:32])[C:18]([C:21]([NH:23][CH2:24][CH2:25][N:26]6[CH2:31][CH2:30][O:29][CH2:28][CH2:27]6)=[O:22])=[CH:19][N:20]=5)[S:15][C:8]=34)=[C:4]([F:35])[CH:3]=2)[CH2:43][CH2:44]1. The catalyst class is: 1.